The task is: Predict the reactants needed to synthesize the given product.. This data is from Full USPTO retrosynthesis dataset with 1.9M reactions from patents (1976-2016). (1) Given the product [CH:1]1([C:7]2[CH:8]=[CH:9][C:10]([C:13]3[CH:30]=[C:31]([C:32]4[CH:37]=[CH:36][C:35]([S:38][C:39]([F:42])([F:41])[F:40])=[CH:34][CH:33]=4)[NH:48][C:14]=3[C:16]3[CH:29]=[CH:28][C:19]([C:20]([NH:22][CH2:23][CH2:24][C:25]([OH:27])=[O:26])=[O:21])=[CH:18][CH:17]=3)=[CH:11][CH:12]=2)[CH2:6][CH2:5][CH2:4][CH2:3][CH2:2]1, predict the reactants needed to synthesize it. The reactants are: [CH:1]1([C:7]2[CH:12]=[CH:11][C:10]([CH:13]([CH2:30][C:31](=O)[C:32]3[CH:37]=[CH:36][C:35]([S:38][C:39]([F:42])([F:41])[F:40])=[CH:34][CH:33]=3)[C:14]([C:16]3[CH:29]=[CH:28][C:19]([C:20]([NH:22][CH2:23][CH2:24][C:25]([OH:27])=[O:26])=[O:21])=[CH:18][CH:17]=3)=O)=[CH:9][CH:8]=2)[CH2:6][CH2:5][CH2:4][CH2:3][CH2:2]1.C([O-])(=O)C.[NH4+:48]. (2) Given the product [Cl:17][C:16]1[C:9]2[N:8]=[C:7]([O:6][C:5]3[C:23]([CH3:25])=[CH:24][C:2]([S:33][CH3:32])=[CH:3][C:4]=3[Cl:26])[N:11]([CH3:12])[C:10]=2[C:13]([CH:18]([CH2:21][CH3:22])[CH2:19][CH3:20])=[CH:14][CH:15]=1, predict the reactants needed to synthesize it. The reactants are: Br[C:2]1[CH:24]=[C:23]([CH3:25])[C:5]([O:6][C:7]2[N:11]([CH3:12])[C:10]3[C:13]([CH:18]([CH2:21][CH3:22])[CH2:19][CH3:20])=[CH:14][CH:15]=[C:16]([Cl:17])[C:9]=3[N:8]=2)=[C:4]([Cl:26])[CH:3]=1.C([Li])CCC.[CH3:32][S:33]SC.[Cl-].[NH4+]. (3) The reactants are: [CH3:1][S:2]([OH:5])(=[O:4])=[O:3].[CH3:6][O:7][C:8]([C:10]1[CH:11]=[C:12]([CH3:34])[C:13]2[O:19][C:18]3[C:20]([Cl:30])=[CH:21][C:22]([N:24]4[CH2:29][CH2:28][NH:27][CH2:26][CH2:25]4)=[CH:23][C:17]=3[CH2:16][S:15](=[O:32])(=[O:31])[C:14]=2[CH:33]=1)=[O:9]. Given the product [S:2]([OH:5])(=[O:4])(=[O:3])[CH3:1].[CH3:6][O:7][C:8]([C:10]1[CH:11]=[C:12]([CH3:34])[C:13]2[O:19][C:18]3[C:20]([Cl:30])=[CH:21][C:22]([N:24]4[CH2:25][CH2:26][NH:27][CH2:28][CH2:29]4)=[CH:23][C:17]=3[CH2:16][S:15](=[O:31])(=[O:32])[C:14]=2[CH:33]=1)=[O:9], predict the reactants needed to synthesize it. (4) Given the product [CH:7]([C@@H:4]1[CH2:5][CH2:6][C@@H:1]([CH3:11])[CH2:2][C:3]21[O:17][C:12](=[O:16])[C@H:13]([CH3:15])[O:10]2)([CH3:8])[CH3:9], predict the reactants needed to synthesize it. The reactants are: [CH:1]1([CH3:11])[CH2:6][CH2:5][CH:4]([CH:7]([CH3:9])[CH3:8])[C:3](=[O:10])[CH2:2]1.[C:12]([OH:17])(=[O:16])[C@H:13]([CH3:15])O.CC1C=CC(S(O)(=O)=O)=CC=1. (5) Given the product [Cl:9][C:10]1[CH:18]=[CH:17][CH:16]=[CH:15][C:11]=1[C:12]([Cl:1])=[N:13][OH:14], predict the reactants needed to synthesize it. The reactants are: [Cl:1]N1C(=O)CCC1=O.[Cl:9][C:10]1[CH:18]=[CH:17][CH:16]=[CH:15][C:11]=1[CH:12]=[N:13][OH:14]. (6) The reactants are: [Cl:1][C:2]1[CH:7]=[CH:6][C:5]([Cl:8])=[CH:4][C:3]=1[CH:9]1[CH2:15][CH2:14][CH2:13][CH2:12][CH2:11][CH:10]1[OH:16].CC(OI1(OC(C)=O)(OC(C)=O)OC(=O)C2C=CC=CC1=2)=O.C(=O)(O)[O-].[Na+].S([O-])([O-])(=O)=S.[Na+].[Na+]. Given the product [Cl:1][C:2]1[CH:7]=[CH:6][C:5]([Cl:8])=[CH:4][C:3]=1[CH:9]1[CH2:15][CH2:14][CH2:13][CH2:12][CH2:11][C:10]1=[O:16], predict the reactants needed to synthesize it.